From a dataset of Catalyst prediction with 721,799 reactions and 888 catalyst types from USPTO. Predict which catalyst facilitates the given reaction. (1) Reactant: [CH3:1][O:2][C:3]1[CH:4]=[C:5]2[C:9](=[CH:10][CH:11]=1)[NH:8][CH:7]=[C:6]2[C:12]1[N:22](S(C2C=CC(C)=CC=2)(=O)=O)[C:15]2[N:16]=[CH:17][CH:18]=[C:19]([C:20]#[N:21])[C:14]=2[CH:13]=1.[OH-:33].[Na+].OO. Product: [CH3:1][O:2][C:3]1[CH:4]=[C:5]2[C:9](=[CH:10][CH:11]=1)[NH:8][CH:7]=[C:6]2[C:12]1[NH:22][C:15]2[N:16]=[CH:17][CH:18]=[C:19]([C:20]([NH2:21])=[O:33])[C:14]=2[CH:13]=1. The catalyst class is: 5. (2) Reactant: Cl.[C:2]1([CH:8]([C:15]2[C:23]3[C:18](=[CH:19][C:20]([O:24][CH2:25][CH2:26][CH2:27][NH2:28])=[CH:21][CH:22]=3)[NH:17][CH:16]=2)[CH2:9][C:10]([O:12]CC)=[O:11])[CH:7]=[CH:6][CH:5]=[CH:4][CH:3]=1.[OH-].[Na+].Cl. Product: [C:2]1([CH:8]([C:15]2[C:23]3[C:18](=[CH:19][C:20]([O:24][CH2:25][CH2:26][CH2:27][NH2:28])=[CH:21][CH:22]=3)[NH:17][CH:16]=2)[CH2:9][C:10]([OH:12])=[O:11])[CH:3]=[CH:4][CH:5]=[CH:6][CH:7]=1. The catalyst class is: 12. (3) Reactant: [CH3:1][CH:2]1[CH:6]([CH3:7])[O:5][C:4]2([CH2:12][C:11]([CH3:14])([CH3:13])[C:10](/[CH:16]=[CH:17]/[Sn](CCCC)(CCCC)CCCC)([OH:15])[C:9]([CH3:31])=[CH:8]2)[O:3]1.[I:32]I.O. Product: [I:32]/[CH:17]=[CH:16]/[C:10]1([OH:15])[C:11]([CH3:14])([CH3:13])[CH2:12][C:4]2([O:3][CH:2]([CH3:1])[CH:6]([CH3:7])[O:5]2)[CH:8]=[C:9]1[CH3:31]. The catalyst class is: 4.